From a dataset of Full USPTO retrosynthesis dataset with 1.9M reactions from patents (1976-2016). Predict the reactants needed to synthesize the given product. (1) Given the product [ClH:1].[Cl:1][C:2]1[C:7]2[O:8][C:9]3[CH2:14][CH2:13][NH:12][CH:11]([CH3:15])[C:10]=3[C:6]=2[CH:5]=[C:4]([S:16]([C:19]2[CH:24]=[CH:23][CH:22]=[CH:21][CH:20]=2)(=[O:18])=[O:17])[CH:3]=1, predict the reactants needed to synthesize it. The reactants are: [Cl:1][C:2]1[C:7]2[O:8][C:9]3[CH2:14][CH2:13][NH:12][CH:11]([CH3:15])[C:10]=3[C:6]=2[CH:5]=[C:4]([S:16]([C:19]2[CH:24]=[CH:23][CH:22]=[CH:21][CH:20]=2)(=[O:18])=[O:17])[CH:3]=1.Cl. (2) The reactants are: [CH2:1]([N:11]1[C:23]2[CH:22]=[CH:21][CH:20]=[CH:19][C:18]=2[C:17]2[C:12]1=[CH:13][CH:14]=[CH:15][CH:16]=2)[CH2:2][CH2:3][CH2:4][CH2:5][CH2:6][CH2:7][CH2:8][CH2:9][CH3:10].[Br:24]N1C(=O)CCC1=O. Given the product [Br:24][C:16]1[C:17]2[C:18]3[C:23](=[CH:22][CH:21]=[CH:20][CH:19]=3)[N:11]([CH2:1][CH2:2][CH2:3][CH2:4][CH2:5][CH2:6][CH2:7][CH2:8][CH2:9][CH3:10])[C:12]=2[CH:13]=[CH:14][CH:15]=1, predict the reactants needed to synthesize it. (3) Given the product [CH3:1][C:2]1[C:3]([CH2:9][N:10]([CH2:16][C:17]2[C:22]([CH:23]([CH3:25])[CH3:24])=[CH:21][CH:20]=[CH:19][N:18]=2)[CH2:11][CH2:12][CH2:13][CH2:14][NH:15][S:26]([NH2:29])(=[O:28])=[O:27])=[N:4][CH:5]=[C:6]([CH3:8])[CH:7]=1, predict the reactants needed to synthesize it. The reactants are: [CH3:1][C:2]1[C:3]([CH2:9][N:10]([CH2:16][C:17]2[C:22]([CH:23]([CH3:25])[CH3:24])=[CH:21][CH:20]=[CH:19][N:18]=2)[CH2:11][CH2:12][CH2:13][CH2:14][NH2:15])=[N:4][CH:5]=[C:6]([CH3:8])[CH:7]=1.[S:26](N)([NH2:29])(=[O:28])=[O:27]. (4) Given the product [ClH:36].[F:35][CH:2]([F:1])[O:3][C:4]1[CH:5]=[CH:6][C:7]([C:16]2[NH:33][C:19]3[CH:20]=[N:21][NH:22][C:23](=[O:24])[C:18]=3[C:17]=2[CH3:34])=[C:8]2[C:13]=1[O:12][C:11]([CH3:15])([CH3:14])[CH:10]=[CH:9]2, predict the reactants needed to synthesize it. The reactants are: [F:1][CH:2]([F:35])[O:3][C:4]1[CH:5]=[CH:6][C:7]([C:16]2[NH:33][C:19]3[CH:20]=[N:21][N:22](COCC[Si](C)(C)C)[C:23](=[O:24])[C:18]=3[C:17]=2[CH3:34])=[C:8]2[C:13]=1[O:12][C:11]([CH3:15])([CH3:14])[CH:10]=[CH:9]2.[Cl:36]C1C2C(=O)NN=CC=2N(COCC[Si](C)(C)C)C=1C1C=CC(OC(F)F)=C(OC2CC2)C=1. (5) The reactants are: [F:1][C:2]1[CH:10]=[C:9]2[C:5]([C:6]([C:11]3[CH:12]=[N:13][N:14]([CH:16]4[CH2:21][CH2:20][N:19](C(OC(C)(C)C)=O)[CH2:18][CH2:17]4)[CH:15]=3)=[CH:7][NH:8]2)=[CH:4][CH:3]=1.Cl. Given the product [F:1][C:2]1[CH:10]=[C:9]2[C:5]([C:6]([C:11]3[CH:12]=[N:13][N:14]([CH:16]4[CH2:21][CH2:20][NH:19][CH2:18][CH2:17]4)[CH:15]=3)=[CH:7][NH:8]2)=[CH:4][CH:3]=1, predict the reactants needed to synthesize it.